This data is from Forward reaction prediction with 1.9M reactions from USPTO patents (1976-2016). The task is: Predict the product of the given reaction. Given the reactants NC1C=CNC=1C(OCC)=O.FC(F)(F)[C:14]1[CH:15]=[CH:16][C:17]2[N:21]=[C:20]([S:22]C3OC(C=O)=CC=3)[NH:19][C:18]=2[CH:30]=1.C1(=O)CCCC(=O)C1, predict the reaction product. The product is: [SH:22][C:20]1[NH:19][C:18]2[CH:30]=[CH:14][CH:15]=[CH:16][C:17]=2[N:21]=1.